From a dataset of Peptide-MHC class II binding affinity with 134,281 pairs from IEDB. Regression. Given a peptide amino acid sequence and an MHC pseudo amino acid sequence, predict their binding affinity value. This is MHC class II binding data. (1) The peptide sequence is QDMNDDERAALTMAM. The MHC is HLA-DQA10301-DQB10302 with pseudo-sequence HLA-DQA10301-DQB10302. The binding affinity (normalized) is 0.118. (2) The peptide sequence is HLAEENEGDNACKRT. The MHC is DRB1_0802 with pseudo-sequence DRB1_0802. The binding affinity (normalized) is 0. (3) The MHC is DRB1_1501 with pseudo-sequence DRB1_1501. The peptide sequence is TRLFTIRQEMANRGL. The binding affinity (normalized) is 0.171. (4) The peptide sequence is ESWGAVWRIDTPDKL. The MHC is HLA-DQA10102-DQB10602 with pseudo-sequence HLA-DQA10102-DQB10602. The binding affinity (normalized) is 0.460. (5) The peptide sequence is DTRLMRLEDEMKEGR. The MHC is DRB1_0802 with pseudo-sequence DRB1_0802. The binding affinity (normalized) is 0.179. (6) The peptide sequence is KFTVFEAAFNKAIKE. The MHC is HLA-DQA10102-DQB10602 with pseudo-sequence HLA-DQA10102-DQB10602. The binding affinity (normalized) is 0.283.